Dataset: Forward reaction prediction with 1.9M reactions from USPTO patents (1976-2016). Task: Predict the product of the given reaction. (1) Given the reactants CC([S@@](/[N:7]=[C:8]1\[CH2:9][CH2:10][C@@H:11]2[C@H:15]\1[CH2:14][N:13]([CH2:16][C:17]1[CH:22]=[CH:21][CH:20]=[C:19]([C:23]([F:26])([F:25])[F:24])[CH:18]=1)[CH2:12]2)=O)(C)C.C(N1C[C@H]2/C(=N/[S@](C(C)(C)C)=O)/CC[C@H]2C1)C1C=CC=CC=1, predict the reaction product. The product is: [F:25][C:23]([F:24])([F:26])[C:19]1[CH:18]=[C:17]([CH:22]=[CH:21][CH:20]=1)[CH2:16][N:13]1[CH2:14][C@H:15]2[C@H:8]([NH2:7])[CH2:9][CH2:10][C@H:11]2[CH2:12]1. (2) Given the reactants [CH3:1][C:2]([S:7]([C:10]1[CH:15]=[CH:14][CH:13]=[C:12]([C:16]([F:19])([F:18])[F:17])[CH:11]=1)(=[O:9])=[O:8])([CH3:6])[CH2:3][CH2:4][NH2:5].[F:20]C1C=C(SC(C)(C)CC(O)=O)C=C(C(F)(F)F)C=1, predict the reaction product. The product is: [F:20][C:14]1[CH:15]=[C:10]([S:7]([C:2]([CH3:1])([CH3:6])[CH2:3][CH2:4][NH2:5])(=[O:9])=[O:8])[CH:11]=[C:12]([C:16]([F:18])([F:19])[F:17])[CH:13]=1.